Dataset: Full USPTO retrosynthesis dataset with 1.9M reactions from patents (1976-2016). Task: Predict the reactants needed to synthesize the given product. (1) Given the product [C:6]([O:5][P:3]([CH2:10][CH:11]([CH2:19][CH2:20][C:21]([O:23][C:24]([CH3:27])([CH3:26])[CH3:25])=[O:22])[C:12]([O:14][C:15]([CH3:16])([CH3:17])[CH3:18])=[O:13])([CH2:2][NH:1][C:28]([C:29]1[CH:34]=[CH:33][CH:32]=[CH:31][CH:30]=1)=[O:35])=[O:4])([CH3:8])([CH3:9])[CH3:7], predict the reactants needed to synthesize it. The reactants are: [NH2:1][CH2:2][P:3]([CH2:10][CH:11]([CH2:19][CH2:20][C:21]([O:23][C:24]([CH3:27])([CH3:26])[CH3:25])=[O:22])[C:12]([O:14][C:15]([CH3:18])([CH3:17])[CH3:16])=[O:13])([O:5][C:6]([CH3:9])([CH3:8])[CH3:7])=[O:4].[C:28](Cl)(=[O:35])[C:29]1[CH:34]=[CH:33][CH:32]=[CH:31][CH:30]=1.C(N(CC)CC)C. (2) Given the product [C:27]1([C:30]2[CH:31]=[CH:32][CH:33]=[CH:34][CH:35]=2)[CH:28]=[CH:29][C:24]([N:13]2[C:12]3[CH:11]=[C:10]4[C:2]([CH3:22])([CH3:1])[C:3]5[C:8]([C:9]4=[CH:21][C:20]=3[C:19]3[C:14]2=[CH:15][CH:16]=[CH:17][CH:18]=3)=[CH:7][CH:6]=[CH:5][CH:4]=5)=[CH:25][CH:26]=1, predict the reactants needed to synthesize it. The reactants are: [CH3:1][C:2]1([CH3:22])[C:10]2=[CH:11][C:12]3[NH:13][C:14]4[C:19]([C:20]=3[CH:21]=[C:9]2[C:8]2[C:3]1=[CH:4][CH:5]=[CH:6][CH:7]=2)=[CH:18][CH:17]=[CH:16][CH:15]=4.Br[C:24]1[CH:29]=[CH:28][C:27]([C:30]2[CH:35]=[CH:34][CH:33]=[CH:32][CH:31]=2)=[CH:26][CH:25]=1.C(P(C(C)(C)C)C(C)(C)C)(C)(C)C.CC([O-])(C)C.[Na+]. (3) Given the product [Cl:1][C:2]1[CH:3]=[N:4][CH:5]=[C:6]([Cl:31])[C:7]=1[NH:8][C:9](=[O:30])[CH:10]([C:12]1[C:20]2[C:15](=[CH:16][CH:17]=[C:18]([OH:21])[CH:19]=2)[N:14]([CH2:22][C:23]2[CH:28]=[CH:27][C:26]([F:29])=[CH:25][CH:24]=2)[CH:13]=1)[OH:11], predict the reactants needed to synthesize it. The reactants are: [Cl:1][C:2]1[CH:3]=[N:4][CH:5]=[C:6]([Cl:31])[C:7]=1[NH:8][C:9](=[O:30])[C:10]([C:12]1[C:20]2[C:15](=[CH:16][CH:17]=[C:18]([OH:21])[CH:19]=2)[N:14]([CH2:22][C:23]2[CH:28]=[CH:27][C:26]([F:29])=[CH:25][CH:24]=2)[CH:13]=1)=[O:11].[BH4-].[Na+]. (4) Given the product [F:22][C:21]([F:23])([F:24])[C:19]1[CH:20]=[C:15]([NH:14][C:12](=[O:13])[N:11]([CH2:10][C:7]2[CH:8]=[CH:9][C:4]([C:3]([OH:41])=[O:2])=[CH:5][CH:6]=2)[C:29]2[CH:30]=[CH:31][C:32]([CH:35]3[CH2:36][CH2:37][CH2:38][CH2:39][CH2:40]3)=[CH:33][CH:34]=2)[CH:16]=[C:17]([C:25]([F:27])([F:28])[F:26])[CH:18]=1, predict the reactants needed to synthesize it. The reactants are: C[O:2][C:3](=[O:41])[C:4]1[CH:9]=[CH:8][C:7]([CH2:10][N:11]([C:29]2[CH:34]=[CH:33][C:32]([CH:35]3[CH2:40][CH2:39][CH2:38][CH2:37][CH2:36]3)=[CH:31][CH:30]=2)[C:12]([NH:14][C:15]2[CH:20]=[C:19]([C:21]([F:24])([F:23])[F:22])[CH:18]=[C:17]([C:25]([F:28])([F:27])[F:26])[CH:16]=2)=[O:13])=[CH:6][CH:5]=1.[OH-].[Na+].